Dataset: Full USPTO retrosynthesis dataset with 1.9M reactions from patents (1976-2016). Task: Predict the reactants needed to synthesize the given product. (1) Given the product [NH:10]1[C:18]2[C:13](=[CH:14][CH:15]=[CH:16][CH:17]=2)[CH2:12][CH2:11]1, predict the reactants needed to synthesize it. The reactants are: P(Cl)(Cl)(Cl)=O.ClCCC[N:10]1[C:18]2[C:13](=[CH:14][C:15](CC([N+]([O-])=O)C)=[CH:16][CH:17]=2)[CH2:12][CH2:11]1. (2) The reactants are: CO[C:3](=[O:22])[CH2:4][CH:5]([C:13]1[CH:21]=[C:20]2[C:16]([CH:17]=[CH:18][NH:19]2)=[CH:15][CH:14]=1)[C:6]1[CH:11]=[CH:10][CH:9]=[C:8]([Cl:12])[CH:7]=1.[NH:23]1C2C(=CC=C(C(C3C=CC=CC=3OC)CC(NC)=O)C=2)C=[CH:24]1. Given the product [NH:19]1[C:20]2[C:16](=[CH:15][CH:14]=[C:13]([CH:5]([C:6]3[CH:11]=[CH:10][CH:9]=[C:8]([Cl:12])[CH:7]=3)[CH2:4][C:3]([NH:23][CH3:24])=[O:22])[CH:21]=2)[CH:17]=[CH:18]1, predict the reactants needed to synthesize it.